From a dataset of Catalyst prediction with 721,799 reactions and 888 catalyst types from USPTO. Predict which catalyst facilitates the given reaction. (1) Reactant: [C:1]([O-])([O-])=O.[Cs+].[Cs+].[C:7]([C:9]1[CH:14]=[CH:13][C:12]([N:15]2[CH:23]=[C:22]3[C:17]([CH:18]=[CH:19][CH:20]=[C:21]3[C:24]([OH:26])=[O:25])=[N:16]2)=[CH:11][CH:10]=1)#[N:8].IC. Product: [C:7]([C:9]1[CH:14]=[CH:13][C:12]([N:15]2[CH:23]=[C:22]3[C:17]([CH:18]=[CH:19][CH:20]=[C:21]3[C:24]([O:26][CH3:1])=[O:25])=[N:16]2)=[CH:11][CH:10]=1)#[N:8]. The catalyst class is: 31. (2) Reactant: [F:1][C:2]1[CH:7]=[C:6]([I:8])[CH:5]=[CH:4][C:3]=1[NH:9][C:10]1[N:11]([CH3:43])[C:12](=[O:42])[C:13]([CH3:41])=[C:14]2[C:19]=1[C:18](=[O:20])[N:17](CC1C=CC(OC)=CC=1)[C:16](=[O:30])[N:15]2[C:31]1[CH:32]=[C:33]([NH:37][C:38](=[O:40])[CH3:39])[CH:34]=[CH:35][CH:36]=1.[Cl-].[Al+3].[Cl-].[Cl-].CO. Product: [F:1][C:2]1[CH:7]=[C:6]([I:8])[CH:5]=[CH:4][C:3]=1[NH:9][C:10]1[N:11]([CH3:43])[C:12](=[O:42])[C:13]([CH3:41])=[C:14]2[C:19]=1[C:18](=[O:20])[NH:17][C:16](=[O:30])[N:15]2[C:31]1[CH:32]=[C:33]([NH:37][C:38](=[O:40])[CH3:39])[CH:34]=[CH:35][CH:36]=1. The catalyst class is: 520. (3) Reactant: [Br:1][C:2]1[CH:10]=[C:9]2[C:5]([CH:6]=[N:7][NH:8]2)=[CH:4][CH:3]=1.[CH2:11](Br)[C:12]1[CH:17]=[CH:16][CH:15]=[CH:14][CH:13]=1.C(OCC)(=O)C. Product: [CH2:11]([N:7]1[CH:6]=[C:5]2[C:9]([CH:10]=[C:2]([Br:1])[CH:3]=[CH:4]2)=[N:8]1)[C:12]1[CH:17]=[CH:16][CH:15]=[CH:14][CH:13]=1. The catalyst class is: 12. (4) Product: [CH3:21][O:22][N:23]([CH3:24])[C:10](=[O:12])[CH:9]([C:4]1[CH:5]=[C:6]([S:7][CH3:8])[N:2]([CH3:1])[N:3]=1)[CH2:13][CH:14]1[CH2:19][CH2:18][O:17][CH2:16][CH2:15]1. The catalyst class is: 289. Reactant: [CH3:1][N:2]1[C:6]([S:7][CH3:8])=[CH:5][C:4]([CH:9]([CH2:13][CH:14]2[CH2:19][CH2:18][O:17][CH2:16][CH2:15]2)[C:10]([OH:12])=O)=[N:3]1.Cl.[CH3:21][O:22][NH:23][CH3:24].N1(O)C2C=CC=CC=2N=N1.Cl.CN(C)CCCN=C=NCC.C(O)(=O)CC(CC(O)=O)(C(O)=O)O.